This data is from Catalyst prediction with 721,799 reactions and 888 catalyst types from USPTO. The task is: Predict which catalyst facilitates the given reaction. (1) Product: [F:1][C:2]1[CH:3]=[CH:4][C:5]([NH:8][C:9]2[C:18]3[C:13](=[CH:14][C:15]([O:20][CH3:21])=[C:16]([O:19][CH2:23][CH2:24][CH2:25][N:26]4[CH2:31][CH2:30][CH:29]5[CH2:32][O:33][CH2:34][CH:28]5[CH2:27]4)[CH:17]=3)[N:12]=[CH:11][N:10]=2)=[CH:6][CH:7]=1. Reactant: [F:1][C:2]1[CH:7]=[CH:6][C:5]([NH:8][C:9]2[C:18]3[C:13](=[CH:14][C:15]([O:20][CH3:21])=[C:16]([OH:19])[CH:17]=3)[N:12]=[CH:11][N:10]=2)=[CH:4][CH:3]=1.Cl[CH2:23][CH2:24][CH2:25][N:26]1[CH2:31][CH2:30][CH:29]2[CH2:32][O:33][CH2:34][CH:28]2[CH2:27]1.C([O-])([O-])=O.[K+].[K+].C(Cl)Cl. The catalyst class is: 3. (2) Reactant: [Cl:1][C:2]1[N:7]=[N:6][C:5]([NH2:8])=[CH:4][CH:3]=1.Cl[CH2:10][CH:11]=O.CCOC(C)=O. Product: [Cl:1][C:2]1[CH:3]=[CH:4][C:5]2[N:6]([CH:10]=[CH:11][N:8]=2)[N:7]=1. The catalyst class is: 51. (3) Reactant: C(OC([N:8]1[CH2:13][CH2:12][CH2:11][CH:10]([NH:14][C:15]2[N:20]=[CH:19][C:18]([Br:21])=[CH:17][N:16]=2)[CH2:9]1)=O)(C)(C)C.C(O)(C(F)(F)F)=O. The catalyst class is: 2. Product: [Br:21][C:18]1[CH:17]=[N:16][C:15]([NH:14][CH:10]2[CH2:11][CH2:12][CH2:13][NH:8][CH2:9]2)=[N:20][CH:19]=1.